This data is from Full USPTO retrosynthesis dataset with 1.9M reactions from patents (1976-2016). The task is: Predict the reactants needed to synthesize the given product. (1) Given the product [Br:1][C:2]1[CH:3]=[C:4]([CH3:15])[C:5]([C:8]2[CH2:13][CH2:12][O:11][CH2:10][CH:9]=2)=[N:6][CH:7]=1, predict the reactants needed to synthesize it. The reactants are: [Br:1][C:2]1[CH:3]=[C:4]([CH3:15])[C:5]([C:8]2(O)[CH2:13][CH2:12][O:11][CH2:10][CH2:9]2)=[N:6][CH:7]=1.C(N(CC)CC)C.Cl.CN(C)C.S(Cl)(C)(=O)=O. (2) Given the product [CH3:62][C:43]1[CH:44]=[C:45]([C:46](=[O:47])[N:48]([CH3:59])[C:49]2[CH:54]=[CH:53][C:52]([C:55]([F:56])([F:57])[F:58])=[CH:51][CH:50]=2)[CH:60]=[CH:61][C:42]=1[CH2:41][NH:40][C:35]([CH:32]1[CH2:31][CH2:30][N:29]([CH2:28][CH2:27][C:26]([CH3:25])([CH3:39])[CH3:38])[CH2:34][CH2:33]1)=[O:37], predict the reactants needed to synthesize it. The reactants are: C1CN([P+](Br)(N2CCCC2)N2CCCC2)CC1.F[P-](F)(F)(F)(F)F.[CH3:25][C:26]([CH3:39])([CH3:38])[CH2:27][CH2:28][N:29]1[CH2:34][CH2:33][CH:32]([C:35]([OH:37])=O)[CH2:31][CH2:30]1.[NH2:40][CH2:41][C:42]1[CH:61]=[CH:60][C:45]([C:46]([N:48]([CH3:59])[C:49]2[CH:54]=[CH:53][C:52]([C:55]([F:58])([F:57])[F:56])=[CH:51][CH:50]=2)=[O:47])=[CH:44][C:43]=1[CH3:62].CCN(C(C)C)C(C)C. (3) Given the product [ClH:2].[ClH:1].[CH:20]1([C:9]2[NH:8][C:7]3[C:6]4=[N:5][CH:4]([CH2:3][NH:25][C:26]5[CH:31]=[CH:30][CH:29]=[CH:28][CH:27]=5)[CH2:15][N:14]4[C:13](=[O:16])[N:12]([CH2:17][CH2:18][CH3:19])[C:11]=3[N:10]=2)[CH2:24][CH2:23][CH2:22][CH2:21]1, predict the reactants needed to synthesize it. The reactants are: [ClH:1].[Cl:2][CH2:3][CH:4]1[CH2:15][N:14]2[C:6]([C:7]3[NH:8][C:9]([CH:20]4[CH2:24][CH2:23][CH2:22][CH2:21]4)=[N:10][C:11]=3[N:12]([CH2:17][CH2:18][CH3:19])[C:13]2=[O:16])=[N:5]1.[NH2:25][C:26]1[CH:31]=[CH:30][CH:29]=[CH:28][CH:27]=1.C(=O)([O-])O.[Na+]. (4) Given the product [F:21][C:22]([F:35])([F:34])[S:23]([O:3][C:1]([C:4]1[CH:13]=[CH:12][C:7]([C:8]([O:10][CH3:11])=[O:9])=[C:6]([F:14])[CH:5]=1)=[CH2:2])(=[O:25])=[O:24], predict the reactants needed to synthesize it. The reactants are: [C:1]([C:4]1[CH:13]=[CH:12][C:7]([C:8]([O:10][CH3:11])=[O:9])=[C:6]([F:14])[CH:5]=1)(=[O:3])[CH3:2].C([O-])([O-])=O.[Na+].[Na+].[F:21][C:22]([F:35])([F:34])[S:23](O[S:23]([C:22]([F:35])([F:34])[F:21])(=[O:25])=[O:24])(=[O:25])=[O:24]. (5) The reactants are: [F:1][C:2]1[CH:3]=[C:4]([CH:8]=[C:9]([CH3:12])[C:10]=1[F:11])C(O)=O.CC[N:15]([CH2:18]C)CC.C1(P(N=[N+]=[N-])(C2C=CC=CC=2)=[O:27])C=CC=CC=1.[CH3:37][C:38]([OH:41])([CH3:40])[CH3:39]. Given the product [F:1][C:2]1[CH:3]=[C:4]([NH:15][C:18](=[O:27])[O:41][C:38]([CH3:40])([CH3:39])[CH3:37])[CH:8]=[C:9]([CH3:12])[C:10]=1[F:11], predict the reactants needed to synthesize it. (6) Given the product [C:16]([O:32][C:29]([N:41]1[CH2:43][CH:1]([NH2:14])[CH2:40]1)=[O:30])([CH3:17])([CH3:21])[CH3:15], predict the reactants needed to synthesize it. The reactants are: [CH:1]([NH2:14])(C1C=CC=CC=1)C1C=CC=CC=1.[CH2:15]([Mg]Br)[CH:16]=[CH2:17].B1C2CCC[CH:21]1CCC2.[C:29]([O-:32])(O)=[O:30].[Na+].C([O-])([O-])=O.[K+].[K+].[CH3:40][N:41]([CH:43]=O)C. (7) Given the product [CH3:1][O:2][C:3]([C:5]1[NH:6][C:7]2[C:12]([CH:13]=1)=[CH:11][C:10]([O:14][C:16]1[CH:21]=[CH:20][C:19]([N+:22]([O-:24])=[O:23])=[CH:18][N:17]=1)=[CH:9][CH:8]=2)=[O:4], predict the reactants needed to synthesize it. The reactants are: [CH3:1][O:2][C:3]([C:5]1[NH:6][C:7]2[C:12]([CH:13]=1)=[CH:11][C:10]([OH:14])=[CH:9][CH:8]=2)=[O:4].Cl[C:16]1[CH:21]=[CH:20][C:19]([N+:22]([O-:24])=[O:23])=[CH:18][N:17]=1.C(=O)([O-])[O-].[K+].[K+].O.